This data is from Forward reaction prediction with 1.9M reactions from USPTO patents (1976-2016). The task is: Predict the product of the given reaction. The product is: [CH3:1][C:2]1[CH:3]=[CH:4][C:5]([OH:24])=[C:6]([C@@H:8]([C:18]2[CH:19]=[CH:20][CH:21]=[CH:22][CH:23]=2)[CH2:9][CH2:10][N:11]([CH:12]([CH3:14])[CH3:13])[CH:15]([CH3:16])[CH3:17])[CH:7]=1.[OH:25][C:26]1[C:35]2[C:30](=[CH:31][CH:32]=[CH:33][CH:34]=2)[CH:29]=[CH:28][C:27]=1[C:36]([O-:38])=[O:37]. Given the reactants [CH3:1][C:2]1[CH:3]=[CH:4][C:5]([OH:24])=[C:6]([C@@H:8]([C:18]2[CH:19]=[CH:20][CH:21]=[CH:22][CH:23]=2)[CH2:9][CH2:10][N:11]([CH:15]([CH3:17])[CH3:16])[CH:12]([CH3:14])[CH3:13])[CH:7]=1.[OH:25][C:26]1[C:35]2[C:30](=[CH:31][CH:32]=[CH:33][CH:34]=2)[CH:29]=[CH:28][C:27]=1[C:36]([OH:38])=[O:37], predict the reaction product.